This data is from Full USPTO retrosynthesis dataset with 1.9M reactions from patents (1976-2016). The task is: Predict the reactants needed to synthesize the given product. (1) Given the product [P:8]([CH:12]([P:38]([OH:40])([OH:42])=[O:39])[CH2:13][N:14]1[CH2:19][CH2:18][N:17]([C:20]2[CH:29]=[C:28]3[C:23]([C:24](=[O:36])[C:25]([C:33]([OH:35])=[O:34])=[CH:26][N:27]3[CH:30]3[CH2:32][CH2:31]3)=[CH:22][C:21]=2[F:37])[CH2:16][CH2:15]1)([OH:9])([OH:10])=[O:7], predict the reactants needed to synthesize it. The reactants are: C[Si](Br)(C)C.C[O:7][P:8]([CH:12]([P:38]([O:42]C)([O:40]C)=[O:39])[CH2:13][N:14]1[CH2:19][CH2:18][N:17]([C:20]2[CH:29]=[C:28]3[C:23]([C:24](=[O:36])[C:25]([C:33]([OH:35])=[O:34])=[CH:26][N:27]3[CH:30]3[CH2:32][CH2:31]3)=[CH:22][C:21]=2[F:37])[CH2:16][CH2:15]1)([O:10]C)=[O:9]. (2) Given the product [F:1][C:2]1[C:3]([CH3:25])=[C:4]([C@:8]2([C:21]([O:23][CH3:24])=[O:22])[CH2:12][CH2:11][C:10]([C:27]3[CH:32]=[CH:31][N:30]4[CH:33]=[CH:34][N:35]=[C:29]4[CH:28]=3)=[CH:9]2)[CH:5]=[CH:6][CH:7]=1, predict the reactants needed to synthesize it. The reactants are: [F:1][C:2]1[C:3]([CH3:25])=[C:4]([C@:8]2([C:21]([O:23][CH3:24])=[O:22])[CH2:12][CH2:11][C:10](OS(C(F)(F)F)(=O)=O)=[CH:9]2)[CH:5]=[CH:6][CH:7]=1.Br[C:27]1[CH:32]=[CH:31][N:30]2[CH:33]=[CH:34][N:35]=[C:29]2[CH:28]=1. (3) Given the product [CH3:1][O:2][C:3]1[CH:4]=[CH:5][C:6]([CH2:7][N:8]2[C:12]([C:13]3[CH:18]=[CH:17][CH:16]=[CH:15][C:14]=3[C:19]3[CH:24]=[CH:23][C:22]([CH2:25][NH:26][C:27]4[C:36]([NH2:37])=[CH:35][CH:34]=[CH:33][C:28]=4[C:29]([O:31][CH3:32])=[O:30])=[CH:21][CH:20]=3)=[N:11][N:10]=[N:9]2)=[CH:40][CH:41]=1, predict the reactants needed to synthesize it. The reactants are: [CH3:1][O:2][C:3]1[CH:41]=[CH:40][C:6]([CH2:7][N:8]2[C:12]([C:13]3[CH:18]=[CH:17][CH:16]=[CH:15][C:14]=3[C:19]3[CH:24]=[CH:23][C:22]([CH2:25][NH:26][C:27]4[C:36]([N+:37]([O-])=O)=[CH:35][CH:34]=[CH:33][C:28]=4[C:29]([O:31][CH3:32])=[O:30])=[CH:21][CH:20]=3)=[N:11][N:10]=[N:9]2)=[CH:5][CH:4]=1.O.O.[Sn](Cl)Cl.